This data is from Full USPTO retrosynthesis dataset with 1.9M reactions from patents (1976-2016). The task is: Predict the reactants needed to synthesize the given product. (1) Given the product [I:33][C:2]1[CH:3]=[C:4]2[C:9](=[CH:10][CH:11]=1)[C:8](=[O:12])[NH:7][C:6](=[O:20])[CH2:5]2, predict the reactants needed to synthesize it. The reactants are: Br[C:2]1[CH:3]=[C:4]2[C:9](=[CH:10][CH:11]=1)[C:8]([O:12][Si](C(C)(C)C)(C)C)=[N:7][C:6]([O:20][Si](C(C)(C)C)(C)C)=[CH:5]2.C([Li])(C)(C)C.[I:33]I.Cl. (2) Given the product [CH3:1][O:2][CH2:3][CH2:4][CH2:5][CH:6]1[CH2:11][CH2:10][N:9]([CH2:13][C:14]#[N:15])[CH2:8][CH2:7]1, predict the reactants needed to synthesize it. The reactants are: [CH3:1][O:2][CH2:3][CH2:4][CH2:5][CH:6]1[CH2:11][CH2:10][NH:9][CH2:8][CH2:7]1.Br[CH2:13][C:14]#[N:15]. (3) Given the product [CH3:14][N:9]1[CH2:8][CH2:7][C:6]2[C:11](=[CH:12][C:3]([CH:1]=[O:16])=[CH:4][CH:5]=2)[C:10]1=[O:13], predict the reactants needed to synthesize it. The reactants are: [CH:1]([C:3]1[CH:12]=[C:11]2[C:6]([CH2:7][CH2:8][N:9]([CH3:14])[C:10]2=[O:13])=[CH:5][CH:4]=1)=C.I([O-])(=O)(=O)=[O:16].[Na+]. (4) Given the product [C:1]([O:5][C:6]([N:8]1[C:16]2[C:11](=[CH:12][C:13]([B:18]3[O:22][C:21]([CH3:24])([CH3:23])[C:20]([CH3:26])([CH3:25])[O:19]3)=[CH:14][CH:15]=2)[CH:10]=[N:9]1)=[O:7])([CH3:4])([CH3:3])[CH3:2], predict the reactants needed to synthesize it. The reactants are: [C:1]([O:5][C:6]([N:8]1[C:16]2[C:11](=[CH:12][C:13](Br)=[CH:14][CH:15]=2)[CH:10]=[N:9]1)=[O:7])([CH3:4])([CH3:3])[CH3:2].[B:18]1([B:18]2[O:22][C:21]([CH3:24])([CH3:23])[C:20]([CH3:26])([CH3:25])[O:19]2)[O:22][C:21]([CH3:24])([CH3:23])[C:20]([CH3:26])([CH3:25])[O:19]1.C([O-])(=O)C.[K+].C(Cl)Cl. (5) Given the product [C:1]([O:5][C:6](=[O:20])[NH:7][C@H:8]1[CH2:13][CH2:12][C@H:11]([CH2:14][CH2:15][S:16]([CH3:19])(=[O:17])=[O:18])[CH2:10][CH2:9]1)([CH3:3])([CH3:4])[CH3:2], predict the reactants needed to synthesize it. The reactants are: [C:1]([O:5][C:6](=[O:20])[NH:7][C@H:8]1[CH2:13][CH2:12][C@H:11]([CH:14]=[CH:15][S:16]([CH3:19])(=[O:18])=[O:17])[CH2:10][CH2:9]1)([CH3:4])([CH3:3])[CH3:2].C([O-])=O.[NH4+]. (6) Given the product [CH3:30][N:29]([C@H:31]([CH2:38][C:39]1[CH:44]=[CH:43][CH:42]=[CH:41][CH:40]=1)[CH2:32][NH:33][S:34]([CH3:37])(=[O:35])=[O:36])[C:28](=[O:45])[C@H:16]([NH:14][CH3:13])[CH2:17][C:18]1[CH:27]=[CH:26][C:25]2[C:20](=[CH:21][CH:22]=[CH:23][CH:24]=2)[CH:19]=1, predict the reactants needed to synthesize it. The reactants are: FC(F)(F)C(O)=O.C(O[C:13](=O)[N:14]([C@@H:16]([C:28](=[O:45])[N:29]([C@H:31]([CH2:38][C:39]1[CH:44]=[CH:43][CH:42]=[CH:41][CH:40]=1)[CH2:32][NH:33][S:34]([CH3:37])(=[O:36])=[O:35])[CH3:30])[CH2:17][C:18]1[CH:27]=[CH:26][C:25]2[C:20](=[CH:21][CH:22]=[CH:23][CH:24]=2)[CH:19]=1)C)(C)(C)C. (7) Given the product [C:1]([C:4]1[C:22](=[O:23])[C@@:8]2([CH3:24])[C:9]3[C:15]([OH:16])=[CH:14][C:13]([O:17][CH3:18])=[C:12]([C:19]([NH:21][CH2:37][C:30]4[C:31]5[C:36](=[CH:35][CH:34]=[CH:33][CH:32]=5)[C:27]([Br:26])=[CH:28][C:29]=4[CH3:39])=[O:20])[C:10]=3[O:11][C:7]2=[CH:6][C:5]=1[OH:25])(=[O:3])[CH3:2], predict the reactants needed to synthesize it. The reactants are: [C:1]([C:4]1[C:22](=[O:23])[C@@:8]2([CH3:24])[C:9]3[C:15]([OH:16])=[CH:14][C:13]([O:17][CH3:18])=[C:12]([C:19]([NH2:21])=[O:20])[C:10]=3[O:11][C:7]2=[CH:6][C:5]=1[OH:25])(=[O:3])[CH3:2].[Br:26][C:27]1[C:36]2[C:31](=[CH:32][CH:33]=[CH:34][CH:35]=2)[C:30]([CH:37]=O)=[C:29]([CH3:39])[CH:28]=1.C([SiH](CC)CC)C.FC(F)(F)C(O)=O. (8) The reactants are: Cl[C:2]1[C:3]2[CH:30]=[C:29]([Cl:31])[CH:28]=[CH:27][C:4]=2[N:5]([CH2:18][C:19]2[CH:24]=[CH:23][C:22]([O:25][CH3:26])=[CH:21][CH:20]=2)[C:6](=[O:17])[CH:7]([CH2:9][C:10]2[CH:15]=[CH:14][CH:13]=[CH:12][C:11]=2[Cl:16])[N:8]=1.[O:32]=[C:33]1[NH:37][C:36]2[CH:38]=[CH:39][C:40](B3OC(C)(C)C(C)(C)O3)=[CH:41][C:35]=2[NH:34]1.[Cl-].[Li+].O.[OH-].[Cs+]. Given the product [Cl:31][C:29]1[CH:28]=[CH:27][C:4]2[N:5]([CH2:18][C:19]3[CH:20]=[CH:21][C:22]([O:25][CH3:26])=[CH:23][CH:24]=3)[C:6](=[O:17])[CH:7]([CH2:9][C:10]3[CH:15]=[CH:14][CH:13]=[CH:12][C:11]=3[Cl:16])[N:8]=[C:2]([C:39]3[CH:40]=[CH:41][C:35]4[NH:34][C:33](=[O:32])[NH:37][C:36]=4[CH:38]=3)[C:3]=2[CH:30]=1, predict the reactants needed to synthesize it.